Dataset: Forward reaction prediction with 1.9M reactions from USPTO patents (1976-2016). Task: Predict the product of the given reaction. (1) Given the reactants Cl.[CH3:2][O:3][C:4]1[C:5]2[N:12]=[C:11]([NH:13][C:14]([N:16]3[CH2:21][CH2:20][NH:19][CH2:18][CH2:17]3)=[O:15])[S:10][C:6]=2[N:7]=[CH:8][N:9]=1.C(N(CC)C(C)C)(C)C.C(O)(=O)C.[F:35][C:36]([F:46])([F:45])[C:37]1[CH:38]=[C:39]([CH:42]=[CH:43][CH:44]=1)[CH:40]=O.C([BH3-])#N.[Na+], predict the reaction product. The product is: [CH3:2][O:3][C:4]1[C:5]2[N:12]=[C:11]([NH:13][C:14]([N:16]3[CH2:17][CH2:18][N:19]([CH2:40][C:39]4[CH:42]=[CH:43][CH:44]=[C:37]([C:36]([F:35])([F:45])[F:46])[CH:38]=4)[CH2:20][CH2:21]3)=[O:15])[S:10][C:6]=2[N:7]=[CH:8][N:9]=1. (2) Given the reactants C(OC([NH:8][C:9]1[N:14]=[C:13]([CH2:15][O:16][C:17](=[O:19])[CH3:18])[CH:12]=[CH:11][CH:10]=1)=O)(C)(C)C.FC(F)(F)C(O)=O.C(=O)(O)[O-].[Na+], predict the reaction product. The product is: [NH2:8][C:9]1[N:14]=[C:13]([CH2:15][O:16][C:17](=[O:19])[CH3:18])[CH:12]=[CH:11][CH:10]=1. (3) Given the reactants [Br:1][C:2]1[C:15]2[C:6](=[C:7]3[C:12](=[C:13]([NH2:16])[N:14]=2)[CH:11]=[CH:10][CH:9]=[CH:8]3)[CH:5]=[CH:4][CH:3]=1.Br[CH:18]([CH2:21][CH2:22][Cl:23])[CH:19]=O.C(=O)(O)[O-].[Na+].C(Cl)(=O)C, predict the reaction product. The product is: [Br:1][C:2]1[C:15]2[N:14]3[C:18]([CH2:21][CH2:22][Cl:23])=[CH:19][N:16]=[C:13]3[C:12]3[CH:11]=[CH:10][CH:9]=[CH:8][C:7]=3[C:6]=2[CH:5]=[CH:4][CH:3]=1. (4) Given the reactants Br[C:2]1[CH:7]=[CH:6][N:5]=[CH:4][C:3]=1[N:8]([CH3:25])[C:9](=[O:24])[C:10]1[CH:15]=[C:14]([C:16]([F:19])([F:18])[F:17])[CH:13]=[C:12]([C:20]([F:23])([F:22])[F:21])[CH:11]=1.[Cl:26][C:27]1[CH:32]=[CH:31][C:30](B(O)O)=[C:29]([CH3:36])[CH:28]=1, predict the reaction product. The product is: [Cl:26][C:27]1[CH:32]=[CH:31][C:30]([C:2]2[CH:7]=[CH:6][N:5]=[CH:4][C:3]=2[N:8]([CH3:25])[C:9](=[O:24])[C:10]2[CH:15]=[C:14]([C:16]([F:19])([F:18])[F:17])[CH:13]=[C:12]([C:20]([F:23])([F:22])[F:21])[CH:11]=2)=[C:29]([CH3:36])[CH:28]=1. (5) Given the reactants [NH2:1][C:2]1[CH:7]=[CH:6][C:5]([CH2:8][CH:9]([NH:14][C:15]([O:17][C:18]([CH3:21])([CH3:20])[CH3:19])=[O:16])[C:10]([O:12][CH3:13])=[O:11])=[CH:4][CH:3]=1.C(S([O-])(=O)=O)(F)(F)F.C(S([O-])(=O)=O)(F)(F)F.C(S([O-])(=O)=O)(F)(F)F.[Yb+3].[O-]S([O-])(=O)=O.[Mg+2].[Cl:53][C:54]1[CH:61]=[CH:60][CH:59]=[C:58]([Cl:62])[C:55]=1[CH:56]=O.[CH:63]([S:65][C:66]1[CH:71]=[CH:70][CH:69]=[CH:68][CH:67]=1)=[CH2:64], predict the reaction product. The product is: [C:18]([O:17][C:15]([NH:14][CH:9]([CH2:8][C:5]1[CH:4]=[C:3]2[C:2](=[CH:7][CH:6]=1)[NH:1][CH:56]([C:55]1[C:54]([Cl:53])=[CH:61][CH:60]=[CH:59][C:58]=1[Cl:62])[CH2:64][CH:63]2[S:65][C:66]1[CH:71]=[CH:70][CH:69]=[CH:68][CH:67]=1)[C:10]([O:12][CH3:13])=[O:11])=[O:16])([CH3:21])([CH3:20])[CH3:19]. (6) Given the reactants [F:1][C:2]1[C:7]2[NH:8][C:9]([C:11]3[S:12][CH:13]=[CH:14][CH:15]=3)=[N:10][C:6]=2[C:5]([C:16]([O:18]C)=[O:17])=[CH:4][CH:3]=1, predict the reaction product. The product is: [F:1][C:2]1[C:7]2[NH:8][C:9]([C:11]3[S:12][CH:13]=[CH:14][CH:15]=3)=[N:10][C:6]=2[C:5]([C:16]([OH:18])=[O:17])=[CH:4][CH:3]=1. (7) Given the reactants [CH2:1](Br)[C:2]([C:4]1[CH:9]=[CH:8][CH:7]=[CH:6][CH:5]=1)=[O:3].C(=O)([O-])[O-].[K+].[K+].[Cl:17][C:18]1[CH:50]=[CH:49][CH:48]=[CH:47][C:19]=1[CH2:20][C:21]1[C:22]([N:33]2[CH2:38][CH2:37][CH2:36][C@@H:35]([NH:39][C:40](=[O:46])[O:41][C:42]([CH3:45])([CH3:44])[CH3:43])[CH2:34]2)=[N:23][N:24]2[C:29]([CH3:30])=[C:28]([CH3:31])[NH:27][C:26](=[O:32])[C:25]=12.O, predict the reaction product. The product is: [Cl:17][C:18]1[CH:50]=[CH:49][CH:48]=[CH:47][C:19]=1[CH2:20][C:21]1[C:22]([N:33]2[CH2:38][CH2:37][CH2:36][C@@H:35]([NH:39][C:40](=[O:46])[O:41][C:42]([CH3:43])([CH3:44])[CH3:45])[CH2:34]2)=[N:23][N:24]2[C:29]([CH3:30])=[C:28]([CH3:31])[N:27]([CH2:1][C:2](=[O:3])[C:4]3[CH:9]=[CH:8][CH:7]=[CH:6][CH:5]=3)[C:26](=[O:32])[C:25]=12. (8) Given the reactants Br[C:2]1[CH:7]=[C:6]([CH:8]([CH3:10])[CH3:9])[CH:5]=[CH:4][C:3]=1[NH2:11].[C:12]1(B(O)O)[CH2:17][CH2:16][CH2:15][CH2:14][CH:13]=1.C([O-])([O-])=O.[Na+].[Na+].CCOC(C)=O, predict the reaction product. The product is: [C:12]1([C:2]2[CH:7]=[C:6]([CH:8]([CH3:10])[CH3:9])[CH:5]=[CH:4][C:3]=2[NH2:11])[CH2:17][CH2:16][CH2:15][CH2:14][CH:13]=1. (9) Given the reactants [I:1][C:2]1[CH:6]=[CH:5][NH:4][N:3]=1.[H-].[Na+].Br[C:10]1[CH:15]=[CH:14][N:13]=[C:12]([O:16][CH:17]([CH3:19])[CH3:18])[CH:11]=1, predict the reaction product. The product is: [I:1][C:2]1[CH:6]=[CH:5][N:4]([C:10]2[CH:15]=[CH:14][N:13]=[C:12]([O:16][CH:17]([CH3:19])[CH3:18])[CH:11]=2)[N:3]=1. (10) The product is: [C:22]([O:21][C:19](=[O:20])[NH:1][C:2]([CH3:18])([CH3:17])[CH2:3][NH:4][C:5]([NH:7][C:8]1[CH:13]=[CH:12][CH:11]=[C:10]([O:14][CH3:15])[C:9]=1[F:16])=[O:6])([CH3:25])([CH3:24])[CH3:23]. Given the reactants [NH2:1][C:2]([CH3:18])([CH3:17])[CH2:3][NH:4][C:5]([NH:7][C:8]1[CH:13]=[CH:12][CH:11]=[C:10]([O:14][CH3:15])[C:9]=1[F:16])=[O:6].[C:19](O[C:19]([O:21][C:22]([CH3:25])([CH3:24])[CH3:23])=[O:20])([O:21][C:22]([CH3:25])([CH3:24])[CH3:23])=[O:20], predict the reaction product.